From a dataset of Catalyst prediction with 721,799 reactions and 888 catalyst types from USPTO. Predict which catalyst facilitates the given reaction. Reactant: [Br:1][C:2]1[CH:7]=[CH:6][N:5]=[C:4]([NH2:8])[CH:3]=1.N1C=CC=CC=1.[C:15](Cl)(=[O:18])[CH2:16][CH3:17].O. Product: [Br:1][C:2]1[CH:7]=[CH:6][N:5]=[C:4]([NH:8][C:15](=[O:18])[CH2:16][CH3:17])[CH:3]=1. The catalyst class is: 4.